This data is from Full USPTO retrosynthesis dataset with 1.9M reactions from patents (1976-2016). The task is: Predict the reactants needed to synthesize the given product. (1) Given the product [F:14][C:13]([F:16])([F:15])[C:9]1[CH:8]=[C:7]([C:4]2[CH:3]=[N:2][NH:6][C:5]=2[NH2:19])[CH:12]=[CH:11][CH:10]=1, predict the reactants needed to synthesize it. The reactants are: C[N:2](C)[CH:3]=[C:4]([C:7]1[CH:12]=[CH:11][CH:10]=[C:9]([C:13]([F:16])([F:15])[F:14])[CH:8]=1)[C:5]#[N:6].O.[NH2:19]N.C(O)(=O)C. (2) Given the product [C:1]([O:5][C:6]([N:8]1[CH2:12][CH:11]([O:13][C:14]2[CH:19]=[CH:18][C:17]([F:20])=[CH:16][C:15]=2[F:21])[CH2:10][CH:9]1[CH2:22][OH:23])=[O:7])([CH3:4])([CH3:3])[CH3:2], predict the reactants needed to synthesize it. The reactants are: [C:1]([O:5][C:6]([N:8]1[CH2:12][CH:11]([O:13][C:14]2[CH:19]=[CH:18][C:17]([F:20])=[CH:16][C:15]=2[F:21])[CH2:10][CH:9]1[C:22](O)=[O:23])=[O:7])([CH3:4])([CH3:3])[CH3:2].CSC. (3) Given the product [O:21]1[C:20]2[CH:24]=[CH:25][C:17]([C:2]#[C:1][C:3]3[CH:15]=[CH:14][C:6]4[O:7][CH2:8][C:9]([CH3:12])([CH3:13])[CH2:10][O:11][C:5]=4[CH:4]=3)=[CH:18][C:19]=2[O:23][CH2:22]1, predict the reactants needed to synthesize it. The reactants are: [C:1]([C:3]1[CH:15]=[CH:14][C:6]2[O:7][CH2:8][C:9]([CH3:13])([CH3:12])[CH2:10][O:11][C:5]=2[CH:4]=1)#[CH:2].I[C:17]1[CH:25]=[CH:24][C:20]2[O:21][CH2:22][O:23][C:19]=2[CH:18]=1.